From a dataset of Catalyst prediction with 721,799 reactions and 888 catalyst types from USPTO. Predict which catalyst facilitates the given reaction. Reactant: CCN(C(C)C)C(C)C.[C:10]1([CH2:16][CH2:17][C:18]([OH:20])=O)[CH:15]=[CH:14][CH:13]=[CH:12][CH:11]=1.C1C=CC2N(O)N=NC=2C=1.CCN=C=NCCCN(C)C.[CH2:42]([O:49][C:50]([CH:52]1[CH2:57][CH2:56][NH:55][CH2:54][CH2:53]1)=[O:51])[C:43]1[CH:48]=[CH:47][CH:46]=[CH:45][CH:44]=1. Product: [CH2:42]([O:49][C:50]([CH:52]1[CH2:57][CH2:56][N:55]([C:18](=[O:20])[CH2:17][CH2:16][C:10]2[CH:11]=[CH:12][CH:13]=[CH:14][CH:15]=2)[CH2:54][CH2:53]1)=[O:51])[C:43]1[CH:44]=[CH:45][CH:46]=[CH:47][CH:48]=1. The catalyst class is: 18.